This data is from Reaction yield outcomes from USPTO patents with 853,638 reactions. The task is: Predict the reaction yield, written as a fraction of the theoretical maximum amount of product (1.0 means a 100% yield; for example, 0.34 means a 34% yield). (1) The reactants are [F:1][C:2]1([F:34])[O:6][C:5]2[CH:7]=[CH:8][C:9]([C:11]3([C:14]([NH:16][C:17]4[N:22]=[C:21]([C:23]5[CH:24]=[N:25][C:26]([O:30]C)=[CH:27][C:28]=5[CH3:29])[C:20]([CH3:32])=[C:19]([CH3:33])[CH:18]=4)=[O:15])[CH2:13][CH2:12]3)=[CH:10][C:4]=2[O:3]1.[Si](I)(C)(C)C.CO. The yield is 0.490. The catalyst is CC#N. The product is [F:34][C:2]1([F:1])[O:6][C:5]2[CH:7]=[CH:8][C:9]([C:11]3([C:14]([NH:16][C:17]4[N:22]=[C:21]([C:23]5[CH:24]=[N:25][C:26]([OH:30])=[CH:27][C:28]=5[CH3:29])[C:20]([CH3:32])=[C:19]([CH3:33])[CH:18]=4)=[O:15])[CH2:13][CH2:12]3)=[CH:10][C:4]=2[O:3]1. (2) No catalyst specified. The reactants are [Cl:1][C:2]1[CH:7]=[CH:6][C:5]([CH:8]=[CH:9][C:10]2[C:11]([CH:15]=[O:16])=[CH:12][S:13][CH:14]=2)=[CH:4][CH:3]=1.C1(C#CC2C=C(C=O)SC=2)C=CC=CC=1.C(C1C=C(C=O)SC=1)CC1C=CC=CC=1. The product is [Cl:1][C:2]1[CH:3]=[CH:4][C:5]([CH2:8][CH2:9][C:10]2[C:11]([CH:15]=[O:16])=[CH:12][S:13][CH:14]=2)=[CH:6][CH:7]=1. The yield is 0.720. (3) The yield is 0.0400. The product is [Cl:34][C:32]1[CH:33]=[C:28]([C:24]2[O:25][C:26]([CH3:27])=[C:22]([CH2:21][N:12]3[C:13]4[C:9](=[CH:8][C:7]([CH2:6][CH:5]([O:16][CH2:17][CH3:18])[C:4]([OH:3])=[O:19])=[CH:15][CH:14]=4)[CH:10]=[CH:11]3)[N:23]=2)[CH:29]=[C:30]([Cl:35])[CH:31]=1. The reactants are C([O:3][C:4](=[O:19])[CH:5]([O:16][CH2:17][CH3:18])[CH2:6][C:7]1[CH:8]=[C:9]2[C:13](=[CH:14][CH:15]=1)[NH:12][CH:11]=[CH:10]2)C.Cl[CH2:21][C:22]1[N:23]=[C:24]([C:28]2[CH:33]=[C:32]([Cl:34])[CH:31]=[C:30]([Cl:35])[CH:29]=2)[O:25][C:26]=1[CH3:27]. No catalyst specified. (4) The yield is 0.460. The catalyst is C1COCC1.O.CC(C1C=C(C(C)C)C(C2C=CC=C(P(C3CCCCC3)C3CCCCC3)C=2)=C(C(C)C)C=1)C.C1C=[C-]C(C2C(N)=CC=CC=2)=CC=1.Cl[Pd+]. The product is [CH3:12][N:9]1[C:10]2[C:5](=[CH:4][C:3]([C:13]([F:16])([F:15])[F:14])=[C:2]([C:21]3[CH:20]=[N:19][N:18]([CH3:17])[CH:22]=3)[CH:11]=2)[NH:6][CH2:7][CH2:8]1. The reactants are Br[C:2]1[CH:11]=[C:10]2[C:5]([NH:6][CH2:7][CH2:8][N:9]2[CH3:12])=[CH:4][C:3]=1[C:13]([F:16])([F:15])[F:14].[CH3:17][N:18]1[CH:22]=[C:21](B2OC(C)(C)C(C)(C)O2)[CH:20]=[N:19]1.C(=O)([O-])[O-].[Na+].[Na+].C1(P(C2CCCCC2)C2C=CC=CC=2C2C(C(C)C)=CC(C(C)C)=CC=2C(C)C)CCCCC1. (5) The reactants are [H-].[Na+].Br[C:4]1[CH:12]=[CH:11][C:10]([F:13])=[C:9]2[C:5]=1[CH:6]=[N:7][NH:8]2.C([Li])(C)(C)C.CN(C)[CH:21]=[O:22]. The catalyst is CCCCC.O1CCCC1. The product is [F:13][C:10]1[C:9]2[NH:8][N:7]=[CH:6][C:5]=2[C:4]([CH:21]=[O:22])=[CH:12][CH:11]=1. The yield is 1.00.